Dataset: Peptide-MHC class I binding affinity with 185,985 pairs from IEDB/IMGT. Task: Regression. Given a peptide amino acid sequence and an MHC pseudo amino acid sequence, predict their binding affinity value. This is MHC class I binding data. (1) The MHC is HLA-B40:01 with pseudo-sequence HLA-B40:01. The binding affinity (normalized) is 0. The peptide sequence is QLTPHTKAV. (2) The peptide sequence is FSFPQITLW. The MHC is HLA-A68:01 with pseudo-sequence HLA-A68:01. The binding affinity (normalized) is 0.0409. (3) The peptide sequence is EINEWLSSK. The MHC is HLA-A68:01 with pseudo-sequence HLA-A68:01. The binding affinity (normalized) is 0.878.